From a dataset of Peptide-MHC class I binding affinity with 185,985 pairs from IEDB/IMGT. Regression. Given a peptide amino acid sequence and an MHC pseudo amino acid sequence, predict their binding affinity value. This is MHC class I binding data. The binding affinity (normalized) is 0.145. The MHC is HLA-B18:01 with pseudo-sequence HLA-B18:01. The peptide sequence is WRFDSRLAF.